Dataset: Catalyst prediction with 721,799 reactions and 888 catalyst types from USPTO. Task: Predict which catalyst facilitates the given reaction. (1) Reactant: Cl[C:2]([O:4][C:5]1[CH:10]=[CH:9][CH:8]=[CH:7][CH:6]=1)=[O:3].[CH3:11][S:12][C:13]1[C:14]([N:26]2[CH2:31][CH2:30][O:29][CH2:28][CH2:27]2)=[N:15][C:16]([C:19]2[CH:24]=[CH:23][C:22]([NH2:25])=[CH:21][CH:20]=2)=[N:17][CH:18]=1.C([O-])(O)=O.[Na+]. Product: [CH3:11][S:12][C:13]1[C:14]([N:26]2[CH2:31][CH2:30][O:29][CH2:28][CH2:27]2)=[N:15][C:16]([C:19]2[CH:24]=[CH:23][C:22]([NH:25][C:2](=[O:3])[O:4][C:5]3[CH:10]=[CH:9][CH:8]=[CH:7][CH:6]=3)=[CH:21][CH:20]=2)=[N:17][CH:18]=1. The catalyst class is: 10. (2) Reactant: [C:1]([O:5][C:6](=[O:35])[N:7]([C:17]1[CH:22]=[CH:21][C:20]([CH:23]([C:25]2[C:33]3[C:28](=[N:29][CH:30]=[C:31]([Cl:34])[CH:32]=3)[NH:27][CH:26]=2)[OH:24])=[CH:19][N:18]=1)[CH2:8][C:9]1[CH:10]=[N:11][C:12]([O:15][CH3:16])=[CH:13][CH:14]=1)([CH3:4])([CH3:3])[CH3:2].CC(OI1(OC(C)=O)(OC(C)=O)OC(=O)C2C=CC=CC1=2)=O. Product: [C:1]([O:5][C:6](=[O:35])[N:7]([C:17]1[CH:22]=[CH:21][C:20]([C:23]([C:25]2[C:33]3[C:28](=[N:29][CH:30]=[C:31]([Cl:34])[CH:32]=3)[NH:27][CH:26]=2)=[O:24])=[CH:19][N:18]=1)[CH2:8][C:9]1[CH:10]=[N:11][C:12]([O:15][CH3:16])=[CH:13][CH:14]=1)([CH3:4])([CH3:2])[CH3:3]. The catalyst class is: 4.